From a dataset of Forward reaction prediction with 1.9M reactions from USPTO patents (1976-2016). Predict the product of the given reaction. (1) Given the reactants [CH2:1]([NH:3][C:4]1[CH:9]=[CH:8][CH:7]=[CH:6][C:5]=1[C@@H:10]1[CH2:19][CH2:18][C:17]2[CH:16]=[C:15]([O:20]C(=O)C(C)(C)C)[CH:14]=[CH:13][C:12]=2[CH2:11]1)[CH3:2].C(OC(=O)[NH:33][C:34]([CH3:46])([CH3:45])[CH2:35][O:36][C:37]1[CH:42]=[CH:41][C:40]([CH:43]=O)=[CH:39][CH:38]=1)(C)(C)C, predict the reaction product. The product is: [NH2:33][C:34]([CH3:45])([CH3:46])[CH2:35][O:36][C:37]1[CH:38]=[CH:39][C:40]([CH2:43][CH2:2][CH2:1][NH:3][C:4]2[CH:9]=[CH:8][CH:7]=[CH:6][C:5]=2[C@@H:10]2[CH2:19][CH2:18][C:17]3[CH:16]=[C:15]([OH:20])[CH:14]=[CH:13][C:12]=3[CH2:11]2)=[CH:41][CH:42]=1. (2) Given the reactants Cl[C:2]1[N:7]=[C:6]([NH:8][C:9]2[CH:14]=[CH:13][C:12]([N:15]3[CH:19]=[CH:18][CH:17]=[N:16]3)=[C:11]([F:20])[CH:10]=2)[C:5]([C:21]([OH:23])=O)=[CH:4][N:3]=1.[CH:24]1[CH:25]=[CH:26][C:27]2[N:32]([OH:33])[N:31]=[N:30][C:28]=2[CH:29]=1.C(Cl)CCl.[NH3:38], predict the reaction product. The product is: [N:32]1([O:33][C:2]2[N:7]=[C:6]([NH:8][C:9]3[CH:14]=[CH:13][C:12]([N:15]4[CH:19]=[CH:18][CH:17]=[N:16]4)=[C:11]([F:20])[CH:10]=3)[C:5]([C:21]([NH2:38])=[O:23])=[CH:4][N:3]=2)[C:27]2[CH:26]=[CH:25][CH:24]=[CH:29][C:28]=2[N:30]=[N:31]1.